This data is from Reaction yield outcomes from USPTO patents with 853,638 reactions. The task is: Predict the reaction yield, written as a fraction of the theoretical maximum amount of product (1.0 means a 100% yield; for example, 0.34 means a 34% yield). (1) The reactants are [CH3:1][C:2]1([CH3:18])[C:6]([CH3:8])([CH3:7])[O:5][B:4]([C:9]2[CH:17]=[CH:16][C:12]([C:13]([OH:15])=O)=[CH:11][CH:10]=2)[O:3]1.C(Cl)(C(Cl)=O)=O.[CH:25]1[C:34]2[C:29](=[CH:30][CH:31]=[CH:32][CH:33]=2)[CH:28]=[C:27]([NH2:35])[N:26]=1. The catalyst is C(Cl)Cl.CN(C=O)C. The product is [CH:25]1[C:34]2[C:29](=[CH:30][CH:31]=[CH:32][CH:33]=2)[CH:28]=[C:27]([NH:35][C:13](=[O:15])[C:12]2[CH:11]=[CH:10][C:9]([B:4]3[O:5][C:6]([CH3:7])([CH3:8])[C:2]([CH3:1])([CH3:18])[O:3]3)=[CH:17][CH:16]=2)[N:26]=1. The yield is 0.343. (2) The catalyst is O1CCCC1. The product is [O:1]1[CH2:6][CH2:5][CH2:4][CH2:3][CH:2]1[O:7][C:8]1[CH:9]=[C:10]([CH:14]=[C:15]([O:17][CH:18]2[CH2:23][CH2:22][CH2:21][CH2:20][O:19]2)[CH:16]=1)[C:11]([O:13][N:40]1[C:44](=[O:45])[CH2:43][CH2:42][C:41]1=[O:46])=[O:12]. The yield is 0.900. The reactants are [O:1]1[CH2:6][CH2:5][CH2:4][CH2:3][CH:2]1[O:7][C:8]1[CH:9]=[C:10]([CH:14]=[C:15]([O:17][CH:18]2[CH2:23][CH2:22][CH2:21][CH2:20][O:19]2)[CH:16]=1)[C:11]([OH:13])=[O:12].C1(N=C=NC2CCCCC2)CCCCC1.O[N:40]1[C:44](=[O:45])[CH2:43][CH2:42][C:41]1=[O:46].CCOCC. (3) The reactants are [Br:1][C:2]1[CH:11]=[C:10]2[C:5]([CH:6]=[C:7]([C:12]([O:14]CC)=[O:13])[CH:8]=[N:9]2)=[CH:4][CH:3]=1.[Cl-].[Na+]. The catalyst is [OH-].[Na+]. The yield is 0.0500. The product is [Br:1][C:2]1[CH:11]=[C:10]2[C:5]([CH:6]=[C:7]([C:12]([OH:14])=[O:13])[CH:8]=[N:9]2)=[CH:4][CH:3]=1. (4) The reactants are [CH3:1][C:2]1[O:6][C:5]([C:7]2[CH:22]=[CH:21][C:10]([C:11]([NH:13][CH2:14][C:15]3[CH:16]=[N:17][CH:18]=[CH:19][CH:20]=3)=[O:12])=[CH:9][CH:8]=2)=[N:4][C:3]=1[CH2:23][S:24]([CH:27]1[CH2:32][CH2:31][NH:30][CH2:29][CH2:28]1)(=[O:26])=[O:25].C(O)(=O)C.[CH3:37][CH:38]([CH3:41])[CH:39]=O.C(O[BH-](OC(=O)C)OC(=O)C)(=O)C.[Na+]. The catalyst is ClCCCl. The product is [CH3:1][C:2]1[O:6][C:5]([C:7]2[CH:8]=[CH:9][C:10]([C:11]([NH:13][CH2:14][C:15]3[CH:16]=[N:17][CH:18]=[CH:19][CH:20]=3)=[O:12])=[CH:21][CH:22]=2)=[N:4][C:3]=1[CH2:23][S:24]([CH:27]1[CH2:28][CH2:29][N:30]([CH2:37][CH:38]([CH3:41])[CH3:39])[CH2:31][CH2:32]1)(=[O:25])=[O:26]. The yield is 0.590.